This data is from Reaction yield outcomes from USPTO patents with 853,638 reactions. The task is: Predict the reaction yield, written as a fraction of the theoretical maximum amount of product (1.0 means a 100% yield; for example, 0.34 means a 34% yield). (1) The reactants are [OH:1][C:2]1[CH:7]=[C:6]([CH3:8])[C:5]([NH:9][CH:10]=[O:11])=[C:4]([CH3:12])[C:3]=1[CH3:13].[H-].[Na+].Br[CH2:17][C:18]([CH3:29])=[CH:19][C:20]1[CH:25]=[CH:24][C:23]([CH:26]([CH3:28])[CH3:27])=[CH:22][CH:21]=1.O. The catalyst is CN(C=O)C. The product is [CH:26]([C:23]1[CH:22]=[CH:21][C:20]([CH:19]=[C:18]([CH3:29])[CH2:17][O:1][C:2]2[CH:7]=[C:6]([CH3:8])[C:5]([NH:9][CH:10]=[O:11])=[C:4]([CH3:12])[C:3]=2[CH3:13])=[CH:25][CH:24]=1)([CH3:28])[CH3:27]. The yield is 0.630. (2) The reactants are [F:1][C:2]1([F:14])[CH2:7][CH2:6][C:5]([C:9]2[CH:10]=[N:11][NH:12][CH:13]=2)(O)[CH2:4][CH2:3]1.O.C1(C)C=CC(S(O)(=O)=O)=CC=1. The catalyst is C1(C)C=CC=CC=1. The product is [F:14][C:2]1([F:1])[CH2:7][CH2:6][C:5]([C:9]2[CH:13]=[N:12][NH:11][CH:10]=2)=[CH:4][CH2:3]1. The yield is 0.830. (3) The reactants are [C:1]([CH2:3][C:4]1[CH:12]=[C:11]([O:13][CH3:14])[C:10]([F:15])=[CH:9][C:5]=1[C:6](O)=[O:7])#[N:2].[NH2:16][C:17]1[CH:21]=[C:20]([CH3:22])[NH:19][N:18]=1. The catalyst is C(O)(=O)C. The product is [F:15][C:10]1[CH:9]=[C:5]2[C:4]([CH:3]=[C:1]([NH:16][C:17]3[CH:21]=[C:20]([CH3:22])[NH:19][N:18]=3)[N:2]=[C:6]2[OH:7])=[CH:12][C:11]=1[O:13][CH3:14]. The yield is 0.770. (4) The reactants are Br[C:2]1[CH:3]=[C:4]2[C:9](=[CH:10][CH:11]=1)[N:8]=[CH:7][C:6]([C:12]([CH:14]1[CH2:16][CH2:15]1)=[O:13])=[C:5]2[NH:17][C:18]1[CH:19]=[N:20][C:21]([NH:24][CH2:25][CH2:26][N:27]([CH3:29])[CH3:28])=[CH:22][CH:23]=1.[Cl:30][C:31]1[CH:36]=[C:35](B2OC(C)(C)C(C)(C)O2)[CH:34]=[C:33]([F:46])[C:32]=1[OH:47]. No catalyst specified. The product is [Cl:30][C:31]1[CH:36]=[C:35]([C:2]2[CH:3]=[C:4]3[C:9](=[CH:10][CH:11]=2)[N:8]=[CH:7][C:6]([C:12]([CH:14]2[CH2:16][CH2:15]2)=[O:13])=[C:5]3[NH:17][C:18]2[CH:19]=[N:20][C:21]([NH:24][CH2:25][CH2:26][N:27]([CH3:28])[CH3:29])=[CH:22][CH:23]=2)[CH:34]=[C:33]([F:46])[C:32]=1[OH:47]. The yield is 0.0700.